Dataset: Experimentally validated miRNA-target interactions with 360,000+ pairs, plus equal number of negative samples. Task: Binary Classification. Given a miRNA mature sequence and a target amino acid sequence, predict their likelihood of interaction. (1) The miRNA is hsa-miR-4421 with sequence ACCUGUCUGUGGAAAGGAGCUA. The protein sequence of the target gene is MADLSLADALTEPSPDIEGEIKRDFIATLEAEAFDDVVGETVGKTDYIPLLDVDEKTGNSESKKKPCSETSQIEDTPSSKPTLLANGGHGVEGSDTTGSPTEFLEEKMAYQEYPNSQNWPEDTNFCFQPEQVVDPIQTDPFKMYHDDDLADLVFPSSATADTSIFAGQNDPLKDSYGMSPCNTAVVPQGWSVEALNSPHSESFVSPEAVAEPPQPTAVPLELAKEIEMASEERPPAQALEIMMGLKTTDMAPSKETEMALAKDMALATKTEVALAKDMESPTKLDVTLAKDMQPSMESDM.... Result: 1 (interaction). (2) The miRNA is hsa-miR-5010-3p with sequence UUUUGUGUCUCCCAUUCCCCAG. The protein sequence of the target gene is MKVSEAALSLLVLILIITSASRSQPKVPEWVNTPSTCCLKYYEKVLPRRLVVGYRKALNCHLPAIIFVTKRNREVCTNPNDDWVQEYIKDPNLPLLPTRNLSTVKIITAKNGQPQLLNSQ. Result: 1 (interaction). (3) The miRNA is hsa-miR-5585-3p with sequence CUGAAUAGCUGGGACUACAGGU. The protein sequence of the target gene is MVEADHPGKLFIGGLNRETNEKMLKAVFGKHGPISEVLLIKDRTSKSRGFAFITFENPADAKNAAKDMNGKSLHGKAIKVEQAKKPSFQSGGRRRPPASSRNRSPSGSLRSARGSRGGTRGWLPSQEGHLDDGGYTPDLKMSYSRGLIPVKRGPSSRSGGPPPKKSAPSAVARSNSWMGSQGPMSQRRENYGVPPRRATISSWRNDRMSTRHDGYATNDGNHPSCQETRDYAPPSRGYAYRDNGHSNRDEHSSRGYRNHRSSRETRDYAPPSRGHAYRDYGHSRRDESYSRGYRNRRSSR.... Result: 1 (interaction). (4) The miRNA is mmu-miR-3076-5p with sequence CACAGGGGAAGCUCAGUGCCAGCC. The protein sequence of the target gene is MPALLLLGTVALLASAAGPAGARPSNDTSSVAPGPLPALLAHLRRLTGALAGGGSAAGTSANATKTSPASGTGAAARAPPPAELCHGYYDVMGQYDATFNCSTGSYRFCCGTCHYRFCCEHRHMRLAQASCSNYDTPRWATTPPPLAGGAGGAGGAGGGPGPGQAGWLEGGRAGGAGGRGGEGPGGSTAYVVCGVISFALAVGVGAKVAFSKASRAPRAHREINVPRALVDILRHQAGPATRPDRARSSSLTPGLGGPDSMAPRTPKNLYNTMKPSNLDNLHYNVNSPKHHAATLDWRAM.... Result: 0 (no interaction). (5) The miRNA is hsa-miR-4283 with sequence UGGGGCUCAGCGAGUUU. The protein sequence of the target gene is MEASVLSPTSWEKRRAWLRQSRNWQTQVLEEEAAAALQDVPDPEPSSLDDVFQEGNPINKIEDWLQDCGYSEEGFSEEAGQFIYNGFCSHGTSFEDDLTLGAEATLLAANGKLFSRSFLETARPCQLLDLGCSLASSSMTGGTNKTSSSISEILDKVQEDAEDVLFSLGFGQEDHKDTSRIPARFFTTPSQAKGIDFQLFLKSQVRRIEMEDPCLMLASRFKQVQTLAVTADAFFCLYSYVSKTPVQKFTPSHMFWNCNHPTDVPSIRILSREPEPQSPRDRLRKAISKMCLYTCPRDRP.... Result: 1 (interaction).